This data is from Forward reaction prediction with 1.9M reactions from USPTO patents (1976-2016). The task is: Predict the product of the given reaction. (1) Given the reactants Br[C:2]1[CH:7]=[CH:6][CH:5]=[CH:4][N:3]=1.[CH2:8]([C:12]1[O:13][C:14]2[CH:20]=[CH:19][CH:18]=[CH:17][C:15]=2[N:16]=1)[CH2:9][C:10]#[CH:11].C1C=CN/C(=C\N=O)/C=1, predict the reaction product. The product is: [N:3]1[CH:4]=[CH:5][CH:6]=[CH:7][C:2]=1[C:11]#[C:10][CH2:9][CH2:8][C:12]1[O:13][C:14]2[CH:20]=[CH:19][CH:18]=[CH:17][C:15]=2[N:16]=1.[O:13]1[C:14]2[CH:20]=[CH:19][CH:18]=[CH:17][C:15]=2[N:16]=[CH:12]1. (2) The product is: [CH2:1]([C:8]1[CH:9]=[CH:10][C:11]([O:12][CH2:13][CH2:14][CH2:15][N:16]2[C:20]([CH3:21])=[CH:19][CH:18]=[C:17]2[C:22]2[CH:23]=[CH:24][C:25]([O:26][C@H:27]([CH2:33][C:34]3[CH:35]=[CH:36][CH:37]=[CH:38][CH:39]=3)[C:28]([OH:30])=[O:29])=[CH:40][CH:41]=2)=[CH:42][CH:43]=1)[C:2]1[CH:3]=[CH:4][CH:5]=[CH:6][CH:7]=1. Given the reactants [CH2:1]([C:8]1[CH:43]=[CH:42][C:11]([O:12][CH2:13][CH2:14][CH2:15][N:16]2[C:20]([CH3:21])=[CH:19][CH:18]=[C:17]2[C:22]2[CH:41]=[CH:40][C:25]([O:26][C@H:27]([CH2:33][C:34]3[CH:39]=[CH:38][CH:37]=[CH:36][CH:35]=3)[C:28]([O:30]CC)=[O:29])=[CH:24][CH:23]=2)=[CH:10][CH:9]=1)[C:2]1[CH:7]=[CH:6][CH:5]=[CH:4][CH:3]=1.[OH-].[K+].Cl, predict the reaction product. (3) Given the reactants C(P1(=O)OP(CCC)(=O)OP(CCC)(=O)O1)CC.FC(F)(F)C(O)=O.[CH:26]([C:29]1[S:30][CH:31]=[C:32]([C:34]([N:36]2[CH2:41][C:40]3([CH2:46][CH2:45][N:44]([CH2:47][CH2:48][C:49]4[CH:50]=[C:51]([CH:60]=[CH:61][CH:62]=4)[CH2:52][CH2:53][O:54][CH2:55][CH2:56][C:57](O)=[O:58])[CH2:43][CH2:42]3)[O:39][CH2:38][CH2:37]2)=[O:35])[N:33]=1)([CH3:28])[CH3:27].[CH3:63][O:64][CH:65]([O:72][CH3:73])[CH2:66][NH:67][CH2:68][CH2:69][CH2:70][CH3:71].C(N(CC)CC)C, predict the reaction product. The product is: [CH2:68]([N:67]([CH2:66][CH:65]([O:64][CH3:63])[O:72][CH3:73])[C:57](=[O:58])[CH2:56][CH2:55][O:54][CH2:53][CH2:52][C:51]1[CH:60]=[CH:61][CH:62]=[C:49]([CH2:48][CH2:47][N:44]2[CH2:45][CH2:46][C:40]3([O:39][CH2:38][CH2:37][N:36]([C:34]([C:32]4[N:33]=[C:29]([CH:26]([CH3:27])[CH3:28])[S:30][CH:31]=4)=[O:35])[CH2:41]3)[CH2:42][CH2:43]2)[CH:50]=1)[CH2:69][CH2:70][CH3:71]. (4) Given the reactants Br[CH2:2][C:3]1[C:8]([CH2:9][CH3:10])=[CH:7][N:6]=[CH:5][C:4]=1[Cl:11].[SH:12][C:13]1[N:18]=[C:17]([OH:19])[CH:16]=[C:15]([C:20]([F:23])([F:22])[F:21])[N:14]=1.C(N(CC)CC)C.CCOCC, predict the reaction product. The product is: [Cl:11][C:4]1[CH:5]=[N:6][CH:7]=[C:8]([CH2:9][CH3:10])[C:3]=1[CH2:2][S:12][C:13]1[N:18]=[C:17]([OH:19])[CH:16]=[C:15]([C:20]([F:23])([F:21])[F:22])[N:14]=1. (5) Given the reactants [C:1]([O:5][C:6]([N:8]1[CH2:13][CH2:12][CH:11](CO)[CH2:10][CH2:9]1)=[O:7])([CH3:4])([CH3:3])[CH3:2].[C:16](Br)(Br)(Br)[Br:17].C1(P(C2C=CC=CC=2)C2C=CC=CC=2)C=CC=CC=1, predict the reaction product. The product is: [C:1]([O:5][C:6]([N:8]1[CH2:9][CH2:10][CH2:11][CH2:12][CH:13]1[CH2:16][Br:17])=[O:7])([CH3:2])([CH3:3])[CH3:4]. (6) Given the reactants [OH:1][CH2:2][CH2:3][C@@H:4]([NH:33]C(=O)OC(C)(C)C)[C:5](=[O:32])[NH:6][CH2:7][CH:8]1[CH2:13][CH2:12][C:11]2[C:14]3[C:19]([NH:20][C:21]4[CH:30]=[CH:29][C:24]5[NH:25][C:26](=[O:28])[S:27][C:23]=5[CH:22]=4)=[N:18][CH:17]=[N:16][C:15]=3[S:31][C:10]=2[CH2:9]1.O1CCOCC1.Cl, predict the reaction product. The product is: [O:28]=[C:26]1[NH:25][C:24]2[CH:29]=[CH:30][C:21]([NH:20][C:19]3[C:14]4[C:11]5[CH2:12][CH2:13][CH:8]([CH2:7][NH:6][C:5](=[O:32])[C@H:4]([CH2:3][CH2:2][OH:1])[NH2:33])[CH2:9][C:10]=5[S:31][C:15]=4[N:16]=[CH:17][N:18]=3)=[CH:22][C:23]=2[S:27]1. (7) Given the reactants [CH2:1]([O:8][C:9]1[C:10]([NH:36][C:37]2[CH:42]=[CH:41][CH:40]=[CH:39][C:38]=2[N+:43]([O-])=O)=[CH:11][C:12]2[CH2:13][C@H:14]3[N:25]([C:26]([O:28][CH2:29][C:30]4[CH:35]=[CH:34][CH:33]=[CH:32][CH:31]=4)=[O:27])[CH2:24][CH2:23][C@@:20]4([C:21]=2[CH:22]=1)[C@H:15]3[CH2:16][CH2:17][CH2:18][CH2:19]4)[C:2]1[CH:7]=[CH:6][CH:5]=[CH:4][CH:3]=1.O.NN, predict the reaction product. The product is: [NH2:43][C:38]1[CH:39]=[CH:40][CH:41]=[CH:42][C:37]=1[NH:36][C:10]1[C:9]([O:8][CH2:1][C:2]2[CH:3]=[CH:4][CH:5]=[CH:6][CH:7]=2)=[CH:22][C:21]2[C@:20]34[CH2:23][CH2:24][N:25]([C:26]([O:28][CH2:29][C:30]5[CH:31]=[CH:32][CH:33]=[CH:34][CH:35]=5)=[O:27])[C@@H:14]([C@@H:15]3[CH2:16][CH2:17][CH2:18][CH2:19]4)[CH2:13][C:12]=2[CH:11]=1. (8) Given the reactants [C:1]([O:5][C:6]([N:8]1[CH2:13][CH2:12][N:11]([C:14]([O:16][C:17]([CH3:20])([CH3:19])[CH3:18])=[O:15])[CH2:10][C@@H:9]1[C:21](=[O:26])N(OC)C)=[O:7])([CH3:4])([CH3:3])[CH3:2].[F:27][C:28]1[CH:33]=[CH:32][C:31]([Mg]Br)=[CH:30][CH:29]=1, predict the reaction product. The product is: [C:1]([O:5][C:6]([N:8]1[CH2:13][CH2:12][N:11]([C:14]([O:16][C:17]([CH3:20])([CH3:19])[CH3:18])=[O:15])[CH2:10][C@@H:9]1[C:21](=[O:26])[C:31]1[CH:32]=[CH:33][C:28]([F:27])=[CH:29][CH:30]=1)=[O:7])([CH3:3])([CH3:2])[CH3:4]. (9) The product is: [CH3:1][N:2]([CH3:26])[C:3]1[C:4]2[C:11]([C:51]3[CH:52]=[CH:53][S:49][CH:50]=3)=[CH:10][N:9]([C@@H:17]3[O:23][C@H:22]([CH2:24][OH:25])[C@@H:20]([OH:21])[C@H:18]3[OH:19])[C:5]=2[N:6]=[CH:7][N:8]=1.[CH3:27][N:28]([CH3:48])[C:29]1[C:30]2[CH:37]=[CH:36][N:35]([C@@H:39]3[O:45][C@H:44]([CH2:46][OH:47])[C@@H:42]([OH:43])[C@H:40]3[OH:41])[C:31]=2[N:32]=[CH:33][N:34]=1. Given the reactants [CH3:1][N:2]([CH3:26])[C:3]1[C:4]2[C:11](C3OC=CC=3)=[CH:10][N:9]([C@@H:17]3[O:23][C@H:22]([CH2:24][OH:25])[C@@H:20]([OH:21])[C@H:18]3[OH:19])[C:5]=2[N:6]=[CH:7][N:8]=1.[CH3:27][N:28]([CH3:48])[C:29]1[C:30]2[C:37](I)=[CH:36][N:35]([C@@H:39]3[O:45][C@H:44]([CH2:46][OH:47])[C@@H:42]([OH:43])[C@H:40]3[OH:41])[C:31]=2[N:32]=[CH:33][N:34]=1.[S:49]1[CH:53]=[CH:52][C:51](B(O)O)=[CH:50]1, predict the reaction product.